From a dataset of Catalyst prediction with 721,799 reactions and 888 catalyst types from USPTO. Predict which catalyst facilitates the given reaction. (1) The catalyst class is: 239. Reactant: Cl.Cl.[F:3][C:4]1[CH:5]=[C:6]([NH:31]C(NC(=O)CC2C=CC(F)=CC=2)=S)[CH:7]=[CH:8][C:9]=1[O:10][C:11]1[C:16]2=[C:17]([CH3:30])C(OCCN3CCN(C)CC3)=CN2N=CN=1.[OH:45][C:46]1[N:54]=[CH:53][CH:52]=[CH:51][C:47]=1[C:48]([OH:50])=O.CN(C(O[N:63]1N=NC2C=[CH:67][CH:68]=[N:69][C:64]1=2)=[N+](C)C)C.F[P-](F)(F)(F)(F)F.CCN(C(C)C)C(C)C. Product: [NH:63]1[C:64]2=[N:69][CH:68]=[CH:67][C:11]([O:10][C:9]3[CH:8]=[CH:7][C:6]([NH:31][C:48]([C:47]4[C:46](=[O:45])[NH:54][CH:53]=[CH:52][CH:51]=4)=[O:50])=[CH:5][C:4]=3[F:3])=[C:16]2[CH:17]=[CH:30]1. (2) Reactant: [CH:1]1([C:4]2[NH:24][C:7]3[N:8]=[N:9][C:10]([CH2:12][CH2:13][CH2:14][CH2:15][N:16]4[CH:20]=[C:19]([C:21]([OH:23])=[O:22])[N:18]=[N:17]4)=[CH:11][C:6]=3[CH:5]=2)[CH2:3][CH2:2]1.[Cl:25]N1C(=O)CCC1=O. Product: [Cl:25][C:5]1[C:6]2[CH:11]=[C:10]([CH2:12][CH2:13][CH2:14][CH2:15][N:16]3[CH:20]=[C:19]([C:21]([OH:23])=[O:22])[N:18]=[N:17]3)[N:9]=[N:8][C:7]=2[NH:24][C:4]=1[CH:1]1[CH2:3][CH2:2]1. The catalyst class is: 3. (3) The catalyst class is: 7. Product: [NH2:1][C:2]1[CH:7]=[CH:6][CH:5]=[C:4]([NH:8][C:27]([NH:26][C:20]2[CH:21]=[CH:22][C:23]([Cl:25])=[CH:24][C:19]=2[Cl:18])=[S:28])[C:3]=1[NH:9][CH2:10][CH:11]([OH:17])[CH2:12][C:13]([O:15][CH3:16])=[O:14]. Reactant: [NH2:1][C:2]1[CH:7]=[CH:6][CH:5]=[C:4]([NH2:8])[C:3]=1[NH:9][CH2:10][CH:11]([OH:17])[CH2:12][C:13]([O:15][CH3:16])=[O:14].[Cl:18][C:19]1[CH:24]=[C:23]([Cl:25])[CH:22]=[CH:21][C:20]=1[N:26]=[C:27]=[S:28]. (4) Reactant: [Cl:1][C:2]1[CH:26]=[CH:25][C:5]2[NH:6][C:7]3[S:8][C:9]([CH3:24])=[CH:10][C:11]=3[C:12]([N:14]3[CH2:19][CH2:18][NH:17][C@@H:16]([CH2:20][CH2:21][O:22][CH3:23])[CH2:15]3)=[N:13][C:4]=2[CH:3]=1.C=O.[C:29](O[BH-](OC(=O)C)OC(=O)C)(=O)C.[Na+].C(=O)(O)[O-].[Na+]. Product: [Cl:1][C:2]1[CH:26]=[CH:25][C:5]2[NH:6][C:7]3[S:8][C:9]([CH3:24])=[CH:10][C:11]=3[C:12]([N:14]3[CH2:19][CH2:18][N:17]([CH3:29])[C@@H:16]([CH2:20][CH2:21][O:22][CH3:23])[CH2:15]3)=[N:13][C:4]=2[CH:3]=1. The catalyst class is: 26. (5) Reactant: [CH3:1][N:2]([CH3:25])[CH2:3][CH2:4]COC1C=CC(C2SC(NC3C=CC=CC=3)=NC=2)=CC=1.[S:26]1[CH:30]=[CH:29][C:28]([C:31]2[S:35][C:34]([NH:36][C:37]3[CH:42]=[CH:41][C:40]([OH:43])=[CH:39][C:38]=3[C:44]([F:47])([F:46])[F:45])=[N:33][CH:32]=2)=[CH:27]1.Cl.ClCCN(C)C. Product: [CH3:1][N:2]([CH3:25])[CH2:3][CH2:4][O:43][C:40]1[CH:41]=[CH:42][C:37]([NH:36][C:34]2[S:35][C:31]([C:28]3[CH:29]=[CH:30][S:26][CH:27]=3)=[CH:32][N:33]=2)=[C:38]([C:44]([F:47])([F:46])[F:45])[CH:39]=1. The catalyst class is: 61. (6) Reactant: [BH4-].[Na+].[Si:3]([O:10][CH2:11][CH2:12][C:13]1[S:17][C:16]([CH:18]=[O:19])=[CH:15][CH:14]=1)([C:6]([CH3:9])([CH3:8])[CH3:7])([CH3:5])[CH3:4]. Product: [Si:3]([O:10][CH2:11][CH2:12][C:13]1[S:17][C:16]([CH2:18][OH:19])=[CH:15][CH:14]=1)([C:6]([CH3:8])([CH3:9])[CH3:7])([CH3:5])[CH3:4]. The catalyst class is: 8. (7) Reactant: [CH2:1]([N:3]([C:14]1[CH:19]=[C:18]([CH3:20])[CH:17]=[CH:16][N:15]=1)[CH2:4][CH2:5][NH:6]C(=O)OC(C)(C)C)[CH3:2].[ClH:21]. Product: [ClH:21].[ClH:21].[CH2:1]([N:3]([C:14]1[CH:19]=[C:18]([CH3:20])[CH:17]=[CH:16][N:15]=1)[CH2:4][CH2:5][NH2:6])[CH3:2]. The catalyst class is: 2. (8) Reactant: [CH3:1][C:2]1[CH:3]=[C:4]([CH2:8][C:9](=[S:11])[NH2:10])[CH:5]=[CH:6][CH:7]=1.Br[CH:13]([CH3:21])[C:14](=O)[C:15]([O:17][CH2:18][CH3:19])=[O:16]. Product: [CH3:21][C:13]1[S:11][C:9]([CH2:8][C:4]2[CH:5]=[CH:6][CH:7]=[C:2]([CH3:1])[CH:3]=2)=[N:10][C:14]=1[C:15]([O:17][CH2:18][CH3:19])=[O:16]. The catalyst class is: 13.